This data is from Catalyst prediction with 721,799 reactions and 888 catalyst types from USPTO. The task is: Predict which catalyst facilitates the given reaction. Reactant: Cl.Cl.Cl.[NH2:4][CH:5]1[CH2:8][CH:7]([N:9]2[CH2:15][C:14]3=[C:16]([C:34]#[N:35])[C:17]([Cl:33])=[CH:18][C:19]([CH:20]([N:22]4[C:26]5=[N:27][CH:28]=[N:29][C:30]([NH2:31])=[C:25]5[C:24]([CH3:32])=[N:23]4)[CH3:21])=[C:13]3[O:12][CH:11]([CH3:36])[CH2:10]2)[CH2:6]1.C(N(CC)CC)C.[C:44](OC(=O)C)(=[O:46])[CH3:45]. Product: [NH2:31][C:30]1[N:29]=[CH:28][N:27]=[C:26]2[N:22]([CH:20]([C:19]3[C:13]4[O:12][CH:11]([CH3:36])[CH2:10][N:9]([CH:7]5[CH2:6][CH:5]([NH:4][C:44](=[O:46])[CH3:45])[CH2:8]5)[CH2:15][C:14]=4[C:16]([C:34]#[N:35])=[C:17]([Cl:33])[CH:18]=3)[CH3:21])[N:23]=[C:24]([CH3:32])[C:25]=12. The catalyst class is: 9.